This data is from Catalyst prediction with 721,799 reactions and 888 catalyst types from USPTO. The task is: Predict which catalyst facilitates the given reaction. (1) Reactant: [NH2:1][CH2:2][C:3]1[N:4]=[C:5]([N:13]2[CH2:18][CH2:17][CH:16]([NH:19][C:20]([C:22]3[NH:23][C:24]([CH3:29])=[C:25]([Cl:28])[C:26]=3[Cl:27])=[O:21])[CH2:15][CH2:14]2)[S:6][C:7]=1[C:8]([O:10]CC)=[O:9].CN(C(ON1N=NC2C=CC=NC1=2)=[N+](C)C)C.F[P-](F)(F)(F)(F)F.C(N(C(C)C)CC)(C)C.[O:63]1[CH2:67][CH2:66][CH:65]([C:68](O)=[O:69])[CH2:64]1. Product: [Cl:27][C:26]1[C:25]([Cl:28])=[C:24]([CH3:29])[NH:23][C:22]=1[C:20]([NH:19][CH:16]1[CH2:17][CH2:18][N:13]([C:5]2[S:6][C:7]([C:8]([OH:10])=[O:9])=[C:3]([CH2:2][NH:1][C:68]([CH:65]3[CH2:66][CH2:67][O:63][CH2:64]3)=[O:69])[N:4]=2)[CH2:14][CH2:15]1)=[O:21]. The catalyst class is: 31. (2) Reactant: [BH4-].[Na+].C([O:5][C:6]([C:8]1[CH:12]=[C:11]([CH2:13][NH:14][C:15]([O:17][C:18]([CH3:21])([CH3:20])[CH3:19])=[O:16])[O:10][N:9]=1)=O)C. Product: [OH:5][CH2:6][C:8]1[CH:12]=[C:11]([CH2:13][NH:14][C:15]([O:17][C:18]([CH3:21])([CH3:20])[CH3:19])=[O:16])[O:10][N:9]=1. The catalyst class is: 8. (3) Reactant: [CH3:1][O:2][C:3](=[O:14])[C:4]1[CH:9]=[CH:8][C:7]([C:10]([NH:12][NH2:13])=[O:11])=[CH:6][CH:5]=1.CCN=C=NCCCN(C)C.Cl.C1C=CC2N(O)N=NC=2C=1.C(N(CC)CC)C.[C:44]([NH:47][CH2:48][C:49](O)=[O:50])(=[O:46])[CH3:45]. Product: [CH3:1][O:2][C:3](=[O:14])[C:4]1[CH:5]=[CH:6][C:7]([C:10]([NH:12][NH:13][C:49](=[O:50])[CH2:48][NH:47][C:44](=[O:46])[CH3:45])=[O:11])=[CH:8][CH:9]=1. The catalyst class is: 2. (4) Reactant: [CH3:1][C:2]1[CH:3]=[C:4]([CH:7]=[CH:8][C:9]=1[OH:10])[CH:5]=[O:6].C(N(C(C)C)C(C)C)C.[CH3:20][Si:21]([CH3:28])([CH3:27])[CH2:22][CH2:23][O:24][CH2:25]Cl. Product: [CH3:1][C:2]1[CH:3]=[C:4]([CH:7]=[CH:8][C:9]=1[O:10][CH2:25][O:24][CH2:23][CH2:22][Si:21]([CH3:28])([CH3:27])[CH3:20])[CH:5]=[O:6]. The catalyst class is: 2. (5) The catalyst class is: 1. Product: [N:21]([CH2:2][C:3]([C:5]1[C:13]2[C:8](=[CH:9][CH:10]=[CH:11][CH:12]=2)[N:7]([C:14]([O:16][C:17]([CH3:20])([CH3:19])[CH3:18])=[O:15])[CH:6]=1)=[O:4])=[N+:22]=[N-:23]. Reactant: Br[CH2:2][C:3]([C:5]1[C:13]2[C:8](=[CH:9][CH:10]=[CH:11][CH:12]=2)[N:7]([C:14]([O:16][C:17]([CH3:20])([CH3:19])[CH3:18])=[O:15])[CH:6]=1)=[O:4].[N-:21]=[N+:22]=[N-:23].[Na+].O.CO.